Dataset: Forward reaction prediction with 1.9M reactions from USPTO patents (1976-2016). Task: Predict the product of the given reaction. (1) Given the reactants [Cl:1][C:2]1[CH:3]=[C:4]([C:7]([N:9]=[CH:10][N:11](C)C)=O)[S:5][CH:6]=1.[F:14][C:15]([F:20])([F:19])[CH2:16][NH:17]N, predict the reaction product. The product is: [Cl:1][C:2]1[CH:3]=[C:4]([C:7]2[N:17]([CH2:16][C:15]([F:20])([F:19])[F:14])[N:11]=[CH:10][N:9]=2)[S:5][CH:6]=1. (2) Given the reactants Br[CH2:2][CH2:3][CH2:4][N:5]1[C:9](=[O:10])[C:8]2=[CH:11][CH:12]=[CH:13][CH:14]=[C:7]2[C:6]1=[O:15].[NH:16]1[CH2:21][CH2:20][S:19][CH2:18][CH2:17]1, predict the reaction product. The product is: [N:16]1([CH2:2][CH2:3][CH2:4][N:5]2[C:9](=[O:10])[C:8]3[C:7](=[CH:14][CH:13]=[CH:12][CH:11]=3)[C:6]2=[O:15])[CH2:21][CH2:20][S:19][CH2:18][CH2:17]1. (3) Given the reactants [CH2:1]([O:3][C:4](=[O:26])[C:5]([CH3:25])([CH3:24])[CH2:6][CH2:7][CH2:8][CH2:9][C:10](=[CH2:23])[CH2:11][CH2:12][CH2:13][CH2:14][C:15]([CH3:22])([CH3:21])[C:16]([O:18][CH2:19][CH3:20])=[O:17])[CH3:2].B.CSC.[OH:31]O.[OH-].[Na+], predict the reaction product. The product is: [CH2:1]([O:3][C:4](=[O:26])[C:5]([CH3:24])([CH3:25])[CH2:6][CH2:7][CH2:8][CH2:9][CH:10]([CH2:23][OH:31])[CH2:11][CH2:12][CH2:13][CH2:14][C:15]([CH3:22])([CH3:21])[C:16]([O:18][CH2:19][CH3:20])=[O:17])[CH3:2]. (4) Given the reactants Cl[C:2]1[N:3]=[C:4]([N:22]2[CH2:27][CH2:26][O:25][CH2:24][CH2:23]2)[C:5]2[N:10]=[C:9]([CH2:11][N:12]3[CH2:15][CH:14]([N:16]4[CH2:21][CH2:20][O:19][CH2:18][CH2:17]4)[CH2:13]3)[S:8][C:6]=2[N:7]=1.[CH3:28][C:29]1[O:30][C:31]2[CH:46]=[CH:45][CH:44]=[CH:43][C:32]=2[C:33]=1B1OC(C)(C)C(C)(C)O1.C([O-])([O-])=O.[Cs+].[Cs+], predict the reaction product. The product is: [CH3:28][C:29]1[O:30][C:31]2[CH:46]=[CH:45][CH:44]=[CH:43][C:32]=2[C:33]=1[C:2]1[N:3]=[C:4]([N:22]2[CH2:27][CH2:26][O:25][CH2:24][CH2:23]2)[C:5]2[N:10]=[C:9]([CH2:11][N:12]3[CH2:15][CH:14]([N:16]4[CH2:21][CH2:20][O:19][CH2:18][CH2:17]4)[CH2:13]3)[S:8][C:6]=2[N:7]=1. (5) Given the reactants [I:1][C:2]1[CH:7]=[CH:6][CH:5]=[CH:4][C:3]=1[OH:8].C(=O)([O-])[O-].[K+].[K+].Br[CH2:16][C:17]1[CH:24]=[CH:23][CH:22]=[C:21]([N+:25]([O-:27])=[O:26])[C:18]=1[C:19]#[N:20], predict the reaction product. The product is: [I:1][C:2]1[CH:7]=[CH:6][CH:5]=[CH:4][C:3]=1[O:8][CH2:16][C:17]1[CH:24]=[CH:23][CH:22]=[C:21]([N+:25]([O-:27])=[O:26])[C:18]=1[C:19]#[N:20].